This data is from CYP2D6 inhibition data for predicting drug metabolism from PubChem BioAssay. The task is: Regression/Classification. Given a drug SMILES string, predict its absorption, distribution, metabolism, or excretion properties. Task type varies by dataset: regression for continuous measurements (e.g., permeability, clearance, half-life) or binary classification for categorical outcomes (e.g., BBB penetration, CYP inhibition). Dataset: cyp2d6_veith. The compound is CNc1ccnc(-c2cccc(NS(C)(=O)=O)c2)n1. The result is 0 (non-inhibitor).